From a dataset of NCI-60 drug combinations with 297,098 pairs across 59 cell lines. Regression. Given two drug SMILES strings and cell line genomic features, predict the synergy score measuring deviation from expected non-interaction effect. Drug 1: CN1C(=O)N2C=NC(=C2N=N1)C(=O)N. Drug 2: CC1C(C(CC(O1)OC2CC(CC3=C2C(=C4C(=C3O)C(=O)C5=CC=CC=C5C4=O)O)(C(=O)C)O)N)O. Cell line: SNB-75. Synergy scores: CSS=46.1, Synergy_ZIP=-7.41, Synergy_Bliss=-7.15, Synergy_Loewe=-1.00, Synergy_HSA=-0.358.